This data is from Forward reaction prediction with 1.9M reactions from USPTO patents (1976-2016). The task is: Predict the product of the given reaction. (1) Given the reactants [F:1][CH:2]1[CH2:7][CH2:6][N:5]([C:8]2[CH:14]=[CH:13][C:11]([NH2:12])=[CH:10][C:9]=2OC)[CH2:4][CH2:3]1.[Br:17][C:18]1[N:19]=[C:20](Br)[C:21]2[N:22]([CH:24]=[CH:25][N:26]=2)[CH:23]=1.C(=O)([O-])[O-].[K+].[K+], predict the reaction product. The product is: [Br:17][C:18]1[N:19]=[C:20]([NH:12][C:11]2[CH:13]=[CH:14][C:8]([N:5]3[CH2:6][CH2:7][CH:2]([F:1])[CH2:3][CH2:4]3)=[CH:9][CH:10]=2)[C:21]2[N:22]([CH:24]=[CH:25][N:26]=2)[CH:23]=1. (2) The product is: [Cl:14][C:15]1[CH:41]=[CH:40][C:39]([C:42]([F:43])([F:44])[F:45])=[CH:38][C:16]=1[C:17]([NH:19][C@H:20]1[CH2:25][CH2:24][C@H:23]([CH2:26][N:8]2[C:9]3[C:5](=[CH:4][CH:3]=[C:2]([Cl:1])[CH:10]=3)[CH2:6][C:7]2=[O:11])[CH2:22][CH2:21]1)=[O:18]. Given the reactants [Cl:1][C:2]1[CH:10]=[C:9]2[C:5]([CH2:6][C:7](=[O:11])[NH:8]2)=[CH:4][CH:3]=1.[H-].[Na+].[Cl:14][C:15]1[CH:41]=[CH:40][C:39]([C:42]([F:45])([F:44])[F:43])=[CH:38][C:16]=1[C:17]([NH:19][CH:20]1[CH2:25][CH2:24][CH:23]([CH2:26]OS(C2C=CC(C)=CC=2)(=O)=O)[CH2:22][CH2:21]1)=[O:18], predict the reaction product. (3) Given the reactants [NH2:1][C@H:2]([CH3:6])[C:3]([OH:5])=[O:4].CN(C)C(N(C)C)=N.C([O:18][CH2:19][C:20]([F:23])([F:22])[F:21])(=O)C, predict the reaction product. The product is: [F:21][C:20]([F:23])([F:22])[C:19]([NH:1][C@H:2]([CH3:6])[C:3]([OH:5])=[O:4])=[O:18]. (4) Given the reactants Cl[C:2]1[CH:10]=[CH:9][CH:8]=[C:7]2[C:3]=1[CH:4]=[N:5][N:6]2[CH:11]1[CH2:16][CH2:15][CH2:14][CH2:13][O:12]1.C1(P(C2CCCCC2)C2CCCCC2)CCCCC1.[B:36]1([B:36]2[O:40][C:39]([CH3:42])([CH3:41])[C:38]([CH3:44])([CH3:43])[O:37]2)[O:40][C:39]([CH3:42])([CH3:41])[C:38]([CH3:44])([CH3:43])[O:37]1.C([O-])(=O)C.[K+], predict the reaction product. The product is: [O:12]1[CH2:13][CH2:14][CH2:15][CH2:16][CH:11]1[N:6]1[CH:7]=[C:3]2[C:4]([CH:8]=[CH:9][CH:10]=[C:2]2[B:36]2[O:40][C:39]([CH3:42])([CH3:41])[C:38]([CH3:44])([CH3:43])[O:37]2)=[N:5]1. (5) Given the reactants [C:1]1([C@H:7]([NH:10][C:11]([C:13]2[CH:14]=[CH:15][N:16]3[CH2:21][CH2:20][O:19][CH2:18][C:17]=23)=[O:12])[CH2:8][CH3:9])[CH:6]=[CH:5][CH:4]=[CH:3][CH:2]=1.[Br:22]N1C(=O)CCC1=O.[OH-].[Na+].O, predict the reaction product. The product is: [C:1]1([C@H:7]([NH:10][C:11]([C:13]2[CH:14]=[C:15]([Br:22])[N:16]3[CH2:21][CH2:20][O:19][CH2:18][C:17]=23)=[O:12])[CH2:8][CH3:9])[CH:6]=[CH:5][CH:4]=[CH:3][CH:2]=1. (6) Given the reactants [N+:1]([C:4]1[CH:5]=[CH:6][C:7]([C:10]2[CH:15]=[CH:14][C:13](B3OC(C)(C)C(C)(C)O3)=[CH:12][CH:11]=2)=[N:8][CH:9]=1)([O-:3])=[O:2].C(=O)([O-])[O-].[K+].[K+].FC(F)(F)S(O[C:37]1[CH2:42][CH2:41][C:40]([C:48]([O:50][CH2:51][CH3:52])=[O:49])([C:43]([O:45][CH2:46][CH3:47])=[O:44])[CH2:39][CH:38]=1)(=O)=O, predict the reaction product. The product is: [N+:1]([C:4]1[CH:5]=[CH:6][C:7]([C:10]2[CH:11]=[CH:12][C:13]([C:37]3[CH2:42][CH2:41][C:40]([C:43]([O:45][CH2:46][CH3:47])=[O:44])([C:48]([O:50][CH2:51][CH3:52])=[O:49])[CH2:39][CH:38]=3)=[CH:14][CH:15]=2)=[N:8][CH:9]=1)([O-:3])=[O:2]. (7) Given the reactants [C:1]([N:4]1[C:13]2[C:8](=[CH:9][C:10](Br)=[CH:11][CH:12]=2)[C@H:7]([NH:15][C:16](=[O:21])[O:17][CH:18]([CH3:20])[CH3:19])[CH2:6][C@@H:5]1[CH3:22])(=[O:3])[CH3:2].[CH3:23][O:24][CH2:25][CH2:26][N:27]1[CH:31]=[C:30](B2OC(C)(C)C(C)(C)O2)[CH:29]=[N:28]1.C([O-])([O-])=O.[K+].[K+].C(=O)=O, predict the reaction product. The product is: [C:1]([N:4]1[C:13]2[C:8](=[CH:9][C:10]([C:30]3[CH:29]=[N:28][N:27]([CH2:26][CH2:25][O:24][CH3:23])[CH:31]=3)=[CH:11][CH:12]=2)[C@H:7]([NH:15][C:16](=[O:21])[O:17][CH:18]([CH3:20])[CH3:19])[CH2:6][C@@H:5]1[CH3:22])(=[O:3])[CH3:2]. (8) Given the reactants C([O:4][CH2:5][CH2:6][C:7]([F:15])([F:14])[C:8]1[CH:13]=[CH:12][CH:11]=[CH:10][CH:9]=1)(=O)C.[OH-].[Na+], predict the reaction product. The product is: [F:14][C:7]([F:15])([C:8]1[CH:13]=[CH:12][CH:11]=[CH:10][CH:9]=1)[CH2:6][CH2:5][OH:4].